Dataset: Catalyst prediction with 721,799 reactions and 888 catalyst types from USPTO. Task: Predict which catalyst facilitates the given reaction. Reactant: [C:1]([Si:5]([CH3:32])([CH3:31])[O:6][CH:7]([C:25]1[CH:30]=[CH:29][CH:28]=[CH:27][CH:26]=1)[CH2:8][CH2:9][CH2:10][C:11]([N:13]1[CH:17]([C:18]2[CH:23]=[CH:22][CH:21]=[CH:20][CH:19]=2)[CH2:16][O:15][C:14]1=[O:24])=[O:12])([CH3:4])([CH3:3])[CH3:2].[CH3:33][O:34][C:35]1[CH:51]=[CH:50][C:38]([CH:39]=[N:40][C:41]2[CH:46]=[CH:45][C:44]([N+:47]([O-:49])=[O:48])=[CH:43][CH:42]=2)=[CH:37][CH:36]=1.C(N(C(C)C)CC)(C)C.C[Si](Cl)(C)C.S([O-])(O)=O.[Na+]. Product: [C:1]([Si:5]([CH3:32])([CH3:31])[O:6][CH:7]([C:25]1[CH:30]=[CH:29][CH:28]=[CH:27][CH:26]=1)[CH2:8][CH2:9][CH:10]([CH:39]([C:38]1[CH:50]=[CH:51][C:35]([O:34][CH3:33])=[CH:36][CH:37]=1)[NH:40][C:41]1[CH:42]=[CH:43][C:44]([N+:47]([O-:49])=[O:48])=[CH:45][CH:46]=1)[C:11]([N:13]1[CH:17]([C:18]2[CH:19]=[CH:20][CH:21]=[CH:22][CH:23]=2)[CH2:16][O:15][C:14]1=[O:24])=[O:12])([CH3:4])([CH3:3])[CH3:2]. The catalyst class is: 322.